From a dataset of Merck oncology drug combination screen with 23,052 pairs across 39 cell lines. Regression. Given two drug SMILES strings and cell line genomic features, predict the synergy score measuring deviation from expected non-interaction effect. (1) Drug 1: O=S1(=O)NC2(CN1CC(F)(F)F)C1CCC2Cc2cc(C=CCN3CCC(C(F)(F)F)CC3)ccc2C1. Drug 2: CN(Cc1cnc2nc(N)nc(N)c2n1)c1ccc(C(=O)NC(CCC(=O)O)C(=O)O)cc1. Cell line: EFM192B. Synergy scores: synergy=-2.18. (2) Drug 1: CCN(CC)CCNC(=O)c1c(C)[nH]c(C=C2C(=O)Nc3ccc(F)cc32)c1C. Drug 2: Cn1nnc2c(C(N)=O)ncn2c1=O. Cell line: HT144. Synergy scores: synergy=-6.56. (3) Drug 1: CCC1=CC2CN(C1)Cc1c([nH]c3ccccc13)C(C(=O)OC)(c1cc3c(cc1OC)N(C)C1C(O)(C(=O)OC)C(OC(C)=O)C4(CC)C=CCN5CCC31C54)C2. Drug 2: CCN(CC)CCNC(=O)c1c(C)[nH]c(C=C2C(=O)Nc3ccc(F)cc32)c1C. Cell line: ES2. Synergy scores: synergy=8.89.